This data is from Peptide-MHC class II binding affinity with 134,281 pairs from IEDB. The task is: Regression. Given a peptide amino acid sequence and an MHC pseudo amino acid sequence, predict their binding affinity value. This is MHC class II binding data. (1) The peptide sequence is GELQHVDKIDAAFKI. The MHC is DRB3_0101 with pseudo-sequence DRB3_0101. The binding affinity (normalized) is 0.614. (2) The peptide sequence is HNQFAYDGKD. The MHC is DRB1_0404 with pseudo-sequence DRB1_0404. The binding affinity (normalized) is 0.